Dataset: Full USPTO retrosynthesis dataset with 1.9M reactions from patents (1976-2016). Task: Predict the reactants needed to synthesize the given product. (1) Given the product [ClH:9].[ClH:1].[CH3:11][O:12][C:13]1[CH:14]=[C:15]([C:21]2[C@@H:30]3[C@@H:25]([CH2:26][CH:27]=[CH:28][CH2:29]3)[C:24](=[O:31])[N:23]([CH:32]3[CH2:37][CH2:36][N:35]([CH2:8][C:4]4[CH:3]=[N:2][CH:7]=[CH:6][CH:5]=4)[CH2:34][CH2:33]3)[N:22]=2)[CH:16]=[CH:17][C:18]=1[O:19][CH3:20], predict the reactants needed to synthesize it. The reactants are: [ClH:1].[N:2]1[CH:7]=[CH:6][CH:5]=[C:4]([CH2:8][Cl:9])[CH:3]=1.Cl.[CH3:11][O:12][C:13]1[CH:14]=[C:15]([C:21]2[C@@H:30]3[C@@H:25]([CH2:26][CH:27]=[CH:28][CH2:29]3)[C:24](=[O:31])[N:23]([CH:32]3[CH2:37][CH2:36][N:35](CC4C=C5C(C=CC(=O)O5)=CC=4)[CH2:34][CH2:33]3)[N:22]=2)[CH:16]=[CH:17][C:18]=1[O:19][CH3:20]. (2) Given the product [OH:1][CH:2]1[O:10][C@H:9]([CH2:11][OH:12])[C@H:7]([OH:8])[C@H:5]([OH:6])[C@H:3]1[OH:4].[CH3:39][C:37]([NH:36][C@H:27]1[C@H:26]([O:25][C@@H:5]2[C@@H:3]([OH:4])[C@@H:2]([O:20][C@@H:19]3[C@H:17]([OH:18])[C@@H:15]([OH:16])[C@H:14]([O:13][C@H:7]4[C@H:5]([OH:6])[C@@H:3]([OH:4])[CH:2]([OH:1])[O:10][C@@H:9]4[CH2:11][OH:12])[O:22][C@@H:21]3[CH2:23][OH:24])[O:10][C@H:9]([CH2:11][OH:12])[C@@H:7]2[OH:8])[O:33][C@H:32]([CH2:34][OH:35])[C@H:30]([OH:31])[C@@H:28]1[OH:29])=[O:38], predict the reactants needed to synthesize it. The reactants are: [OH:1][CH:2]1[O:10][C@H:9]([CH2:11][OH:12])[C@@H:7]([OH:8])[C@H:5]([OH:6])[C@H:3]1[OH:4].[OH:13][CH:14]1[O:22][C@H:21]([CH2:23][OH:24])[C@H:19]([OH:20])[C@H:17]([OH:18])[C@H:15]1[OH:16].[OH:25][CH:26]1[O:33][C@H:32]([CH2:34][OH:35])[C@H:30]([OH:31])[C@H:28]([OH:29])[C@H:27]1[NH:36][C:37]([CH3:39])=[O:38]. (3) Given the product [CH3:16][N:14]1[CH:15]=[C:11]([C:5]2[NH:6][C:7]3[C:3]([N:4]=2)=[C:2]([C:42]2[CH:43]=[CH:44][C:37]([O:36][CH:33]4[CH2:34][CH2:35][O:30][CH2:31][CH2:32]4)=[C:38]([CH:41]=2)[C:39]#[N:40])[N:10]=[CH:9][N:8]=3)[CH:12]=[N:13]1, predict the reactants needed to synthesize it. The reactants are: Cl[C:2]1[N:10]=[CH:9][N:8]=[C:7]2[C:3]=1[N:4]=[C:5]([C:11]1[CH:12]=[N:13][N:14]([CH3:16])[CH:15]=1)[NH:6]2.O1CCOCC1.O.C([O-])([O-])=O.[K+].[K+].[O:30]1[CH2:35][CH2:34][CH:33]([O:36][C:37]2[CH:44]=[CH:43][C:42](B3OC(C)(C)C(C)(C)O3)=[CH:41][C:38]=2[C:39]#[N:40])[CH2:32][CH2:31]1.